From a dataset of Tyrosyl-DNA phosphodiesterase HTS with 341,365 compounds. Binary Classification. Given a drug SMILES string, predict its activity (active/inactive) in a high-throughput screening assay against a specified biological target. The molecule is o1c(/C=C2/C(=O)c3c(C2=O)ccc(c3)C(O)=O)ccc1C. The result is 1 (active).